This data is from Catalyst prediction with 721,799 reactions and 888 catalyst types from USPTO. The task is: Predict which catalyst facilitates the given reaction. (1) Product: [Br:26][CH:27]([CH3:31])[C:28]([C:18]1[CH:17]=[C:16]2[C:21](=[CH:20][CH:19]=1)[N:13]([S:10]([C:5]1[CH:6]=[CH:7][CH:8]=[CH:9][C:4]=1[N+:1]([O-:3])=[O:2])(=[O:11])=[O:12])[CH2:14][CH2:15]2)=[O:29]. Reactant: [N+:1]([C:4]1[CH:9]=[CH:8][CH:7]=[CH:6][C:5]=1[S:10]([N:13]1[C:21]2[C:16](=[CH:17][CH:18]=[CH:19][CH:20]=2)[CH2:15][CH2:14]1)(=[O:12])=[O:11])([O-:3])=[O:2].[Cl-].[Cl-].[Cl-].[Al+3].[Br:26][CH:27]([CH3:31])[C:28](Br)=[O:29].C(C(C(C([O-])=O)O)O)([O-])=O.[Na+].[K+].[OH-].[Na+]. The catalyst class is: 2. (2) Reactant: [CH3:1][O:2][C:3]1[CH:4]=[C:5]([CH:33]=[CH:34][C:35]=1[O:36][CH3:37])[CH2:6][NH:7][C:8]1[N:13]2[N:14]=[C:15]([C:17]3[O:18][CH:19]=[CH:20][CH:21]=3)[N:16]=[C:12]2[CH:11]=[C:10]([C:22]2[N:27]=[CH:26][C:25]([CH:28]3OCC[O:29]3)=[CH:24][CH:23]=2)[N:9]=1.Cl.[OH-].[Na+].C(Cl)(Cl)Cl. Product: [CH3:1][O:2][C:3]1[CH:4]=[C:5]([CH:33]=[CH:34][C:35]=1[O:36][CH3:37])[CH2:6][NH:7][C:8]1[N:13]2[N:14]=[C:15]([C:17]3[O:18][CH:19]=[CH:20][CH:21]=3)[N:16]=[C:12]2[CH:11]=[C:10]([C:22]2[N:27]=[CH:26][C:25]([CH:28]=[O:29])=[CH:24][CH:23]=2)[N:9]=1. The catalyst class is: 1.